Dataset: Forward reaction prediction with 1.9M reactions from USPTO patents (1976-2016). Task: Predict the product of the given reaction. (1) Given the reactants C(Cl)(=O)C([Cl:4])=O.CN(C=O)C.[CH2:12]([O:19][CH:20]1[CH2:24][O:23][CH:22]([CH2:25][CH2:26]O)[CH2:21]1)[C:13]1[CH:18]=[CH:17][CH:16]=[CH:15][CH:14]=1.CCCCCC.C(OCC)(=O)C, predict the reaction product. The product is: [CH2:12]([O:19][CH:20]1[CH2:24][O:23][CH:22]([CH2:25][CH2:26][Cl:4])[CH2:21]1)[C:13]1[CH:18]=[CH:17][CH:16]=[CH:15][CH:14]=1. (2) Given the reactants [Cl:1][C:2]1[CH:7]=[C:6]([C:8]([N:10]2[C:23]3[C:18](=[CH:19][C:20]([Cl:24])=[CH:21][CH:22]=3)[C:12]3([CH2:17][CH2:16][NH:15][CH2:14][CH2:13]3)[CH2:11]2)=[O:9])[CH:5]=[CH:4][N:3]=1.Cl[CH2:26]/[CH:27]=[CH:28]/[C:29]1[CH:34]=[CH:33][C:32]([O:35][CH3:36])=[CH:31][CH:30]=1, predict the reaction product. The product is: [Cl:1][C:2]1[CH:7]=[C:6]([C:8]([N:10]2[C:23]3[C:18](=[CH:19][C:20]([Cl:24])=[CH:21][CH:22]=3)[C:12]3([CH2:13][CH2:14][N:15]([CH2:26]/[CH:27]=[CH:28]/[C:29]4[CH:30]=[CH:31][C:32]([O:35][CH3:36])=[CH:33][CH:34]=4)[CH2:16][CH2:17]3)[CH2:11]2)=[O:9])[CH:5]=[CH:4][N:3]=1. (3) Given the reactants [CH3:1][C:2]1[CH:16]=[C:5]2[C:6]3[CH:12]([CH2:13][CH2:14][NH2:15])[CH2:11][CH2:10][C:7]=3[CH:8]=[CH:9][N:4]2[N:3]=1.C(N(CC)CC)C.[C:24](O[C:24](=[O:27])[CH2:25][CH3:26])(=[O:27])[CH2:25][CH3:26], predict the reaction product. The product is: [CH3:1][C:2]1[CH:16]=[C:5]2[C:6]3[CH:12]([CH2:13][CH2:14][NH:15][C:24](=[O:27])[CH2:25][CH3:26])[CH2:11][CH2:10][C:7]=3[CH:8]=[CH:9][N:4]2[N:3]=1. (4) Given the reactants [CH3:1][O:2][C:3](=[O:27])[C@H:4]([CH2:25][OH:26])[NH:5][C:6]([C:19]1[CH:24]=[CH:23][CH:22]=[CH:21][CH:20]=1)([C:13]1[CH:18]=[CH:17][CH:16]=[CH:15][CH:14]=1)[C:7]1[CH:12]=[CH:11][CH:10]=[CH:9][CH:8]=1.C1(P(C2C=CC=CC=2)C2C=CC=CC=2)C=CC=CC=1.[CH2:47]([O:54][C:55](=[O:68])[NH:56][CH2:57][CH2:58][CH2:59][CH2:60][C:61]1[CH:66]=[CH:65][C:64](O)=[CH:63][CH:62]=1)[C:48]1[CH:53]=[CH:52][CH:51]=[CH:50][CH:49]=1.N(C(OC(C)C)=O)=NC(OC(C)C)=O, predict the reaction product. The product is: [CH3:1][O:2][C:3](=[O:27])[CH:4]([NH:5][C:6]([C:7]1[CH:12]=[CH:11][CH:10]=[CH:9][CH:8]=1)([C:13]1[CH:14]=[CH:15][CH:16]=[CH:17][CH:18]=1)[C:19]1[CH:24]=[CH:23][CH:22]=[CH:21][CH:20]=1)[CH2:25][O:26][C:64]1[CH:63]=[CH:62][C:61]([CH2:60][CH2:59][CH2:58][CH2:57][NH:56][C:55]([O:54][CH2:47][C:48]2[CH:53]=[CH:52][CH:51]=[CH:50][CH:49]=2)=[O:68])=[CH:66][CH:65]=1. (5) The product is: [CH3:26][C:23]1[CH:24]=[CH:25][C:20]([C:15]2[C:14]([C:12]([NH:11][C:8]3[CH:9]=[CH:10][C:5]([NH:4][CH2:27][CH2:28][C:29]4[CH:34]=[CH:33][CH:32]=[CH:31][N:30]=4)=[CH:6][CH:7]=3)=[O:13])=[CH:19][CH:18]=[CH:17][CH:16]=2)=[CH:21][CH:22]=1. Given the reactants C([N:4]([CH2:27][CH2:28][C:29]1[CH:34]=[CH:33][CH:32]=[CH:31][N:30]=1)[C:5]1[CH:10]=[CH:9][C:8]([NH:11][C:12]([C:14]2[C:15]([C:20]3[CH:25]=[CH:24][C:23]([CH3:26])=[CH:22][CH:21]=3)=[CH:16][CH:17]=[CH:18][CH:19]=2)=[O:13])=[CH:7][CH:6]=1)(=O)C.Cl.C(=O)([O-])[O-].[K+].[K+], predict the reaction product. (6) Given the reactants Br[C:2]1[S:3][CH:4]=[CH:5][C:6]=1[Cl:7].C1COCC1.[CH2:13]([CH:15]([C:18]1[C:19]2[N:20]([C:25](I)=[C:26]([CH3:28])[N:27]=2)[N:21]=[C:22]([CH3:24])[CH:23]=1)[CH2:16][CH3:17])[CH3:14], predict the reaction product. The product is: [Cl:7][C:6]1[CH:5]=[CH:4][S:3][C:2]=1[C:25]1[N:20]2[N:21]=[C:22]([CH3:24])[CH:23]=[C:18]([CH:15]([CH2:13][CH3:14])[CH2:16][CH3:17])[C:19]2=[N:27][C:26]=1[CH3:28]. (7) Given the reactants [Cl:1][C:2]1[CH:3]=[CH:4][C:5]([O:25][CH3:26])=[C:6]([NH:8][C:9](=[O:24])[CH2:10][N:11]2[C:19]3[CH2:18][CH2:17][NH:16][CH2:15][C:14]=3[C:13]([C:20]([F:23])([F:22])[F:21])=[N:12]2)[CH:7]=1.Br[CH2:28][C:29]([O:31][CH2:32][CH3:33])=[O:30].C(=O)([O-])[O-].[K+].[K+], predict the reaction product. The product is: [Cl:1][C:2]1[CH:3]=[CH:4][C:5]([O:25][CH3:26])=[C:6]([NH:8][C:9](=[O:24])[CH2:10][N:11]2[C:19]3[CH2:18][CH2:17][N:16]([CH2:28][C:29]([O:31][CH2:32][CH3:33])=[O:30])[CH2:15][C:14]=3[C:13]([C:20]([F:23])([F:22])[F:21])=[N:12]2)[CH:7]=1. (8) Given the reactants [CH2:1]([S-:3])[CH3:2].[Na+].[Br:5][C:6]1[CH:11]=[CH:10][C:9](F)=[C:8]([Cl:13])[CH:7]=1.O, predict the reaction product. The product is: [Br:5][C:6]1[CH:11]=[CH:10][C:9]([S:3][CH2:1][CH3:2])=[C:8]([Cl:13])[CH:7]=1.